Dataset: Aqueous solubility values for 9,982 compounds from the AqSolDB database. Task: Regression/Classification. Given a drug SMILES string, predict its absorption, distribution, metabolism, or excretion properties. Task type varies by dataset: regression for continuous measurements (e.g., permeability, clearance, half-life) or binary classification for categorical outcomes (e.g., BBB penetration, CYP inhibition). For this dataset (solubility_aqsoldb), we predict Y. The compound is CN(CCO)c1nc2c(c(=O)n(C)c(=O)n2C)n1C. The Y is -0.649 log mol/L.